The task is: Regression. Given two drug SMILES strings and cell line genomic features, predict the synergy score measuring deviation from expected non-interaction effect.. This data is from NCI-60 drug combinations with 297,098 pairs across 59 cell lines. (1) Drug 1: C1=CC(=CC=C1CC(C(=O)O)N)N(CCCl)CCCl.Cl. Drug 2: CC(C)CN1C=NC2=C1C3=CC=CC=C3N=C2N. Cell line: ACHN. Synergy scores: CSS=28.6, Synergy_ZIP=-6.92, Synergy_Bliss=-4.32, Synergy_Loewe=-4.85, Synergy_HSA=-4.02. (2) Drug 2: CC1C(C(CC(O1)OC2CC(CC3=C2C(=C4C(=C3O)C(=O)C5=CC=CC=C5C4=O)O)(C(=O)C)O)N)O. Synergy scores: CSS=15.1, Synergy_ZIP=-6.71, Synergy_Bliss=-1.46, Synergy_Loewe=-0.513, Synergy_HSA=-1.43. Drug 1: CC1CCCC2(C(O2)CC(NC(=O)CC(C(C(=O)C(C1O)C)(C)C)O)C(=CC3=CSC(=N3)C)C)C. Cell line: NCI/ADR-RES.